This data is from Full USPTO retrosynthesis dataset with 1.9M reactions from patents (1976-2016). The task is: Predict the reactants needed to synthesize the given product. (1) Given the product [CH:7]1([CH2:13][C@@H:14]([NH:30][C:37]([CH:31]2[CH2:36][CH2:35][CH2:34][CH2:33][CH2:32]2)=[O:38])[CH2:15][N:16]2[CH2:17][CH2:18][CH:19]([C:22]3[CH:27]=[CH:26][CH:25]=[CH:24][C:23]=3[O:28][CH3:29])[CH2:20][CH2:21]2)[CH2:12][CH2:11][CH2:10][CH2:9][CH2:8]1, predict the reactants needed to synthesize it. The reactants are: C(=O)([O-])[O-].[K+].[K+].[CH:7]1([CH2:13][C@@H:14]([NH2:30])[CH2:15][N:16]2[CH2:21][CH2:20][CH:19]([C:22]3[CH:27]=[CH:26][CH:25]=[CH:24][C:23]=3[O:28][CH3:29])[CH2:18][CH2:17]2)[CH2:12][CH2:11][CH2:10][CH2:9][CH2:8]1.[CH:31]1([C:37](Cl)=[O:38])[CH2:36][CH2:35][CH2:34][CH2:33][CH2:32]1. (2) Given the product [CH2:1]([N:8]([CH3:33])[CH:9]1[CH2:15][N:14]([CH3:16])[CH2:13][CH2:12][N:11]2[C:23](=[O:32])[C:24]([OH:31])=[C:25]([C:27]([O:29][CH3:30])=[O:28])[N:26]=[C:10]12)[C:2]1[CH:7]=[CH:6][CH:5]=[CH:4][CH:3]=1, predict the reactants needed to synthesize it. The reactants are: [CH2:1]([N:8]([CH3:33])[CH:9]1[CH2:15][N:14]([C:16](OC(C)(C)C)=O)[CH2:13][CH2:12][N:11]2[C:23](=[O:32])[C:24]([OH:31])=[C:25]([C:27]([O:29][CH3:30])=[O:28])[N:26]=[C:10]12)[C:2]1[CH:7]=[CH:6][CH:5]=[CH:4][CH:3]=1.C=O.C(N(CC)CC)C.[BH3-]C#N.[Na+]. (3) Given the product [CH2:13]([N:20]1[CH:25]([C:26]#[N:27])[CH2:24][CH2:23][CH2:22][C:21]1([CH2:42][C:43]([O:45][C:46]([CH3:49])([CH3:48])[CH3:47])=[O:44])[C:28]#[N:29])[C:14]1[CH:15]=[CH:16][CH:17]=[CH:18][CH:19]=1, predict the reactants needed to synthesize it. The reactants are: C(NC(C)C)(C)C.C([Li])CCC.[CH2:13]([N:20]1[CH:25]([C:26]#[N:27])[CH2:24][CH2:23][CH2:22][CH:21]1[C:28]#[N:29])[C:14]1[CH:19]=[CH:18][CH:17]=[CH:16][CH:15]=1.CN(C)P(=O)(N(C)C)N(C)C.Br[CH2:42][C:43]([O:45][C:46]([CH3:49])([CH3:48])[CH3:47])=[O:44]. (4) Given the product [OH:8][C:7]1[C:3]2[S:4][CH:5]=[CH:6][C:2]=2[N:1]=[C:18]([C:17]([O:16][CH2:14][CH3:15])=[O:23])[N:9]=1, predict the reactants needed to synthesize it. The reactants are: [NH2:1][C:2]1[CH:6]=[CH:5][S:4][C:3]=1[C:7]([NH2:9])=[O:8].CC[O-].[Na+].[CH2:14]([O:16][C:17](=[O:23])[C:18](OCC)=O)[CH3:15]. (5) Given the product [Cl:1][C:2]1[C:3]([F:30])=[C:4]([NH:8][C:9]2[C:18]3[C:13](=[CH:14][C:15]([O:28][CH3:29])=[C:16]([CH2:19][N:20]([CH2:21][CH2:22][N:23]4[CH2:24][CH2:25][CH2:26][CH2:27]4)[C@@H:36]([C:34]([OH:35])=[O:33])[CH3:37])[CH:17]=3)[N:12]=[CH:11][N:10]=2)[CH:5]=[CH:6][CH:7]=1, predict the reactants needed to synthesize it. The reactants are: [Cl:1][C:2]1[C:3]([F:30])=[C:4]([NH:8][C:9]2[C:18]3[C:13](=[CH:14][C:15]([O:28][CH3:29])=[C:16]([CH2:19][NH:20][CH2:21][CH2:22][N:23]4[CH2:27][CH2:26][CH2:25][CH2:24]4)[CH:17]=3)[N:12]=[CH:11][N:10]=2)[CH:5]=[CH:6][CH:7]=1.CC[O:33][C:34]([C@@H:36](OS(C(F)(F)F)(=O)=O)[CH3:37])=[O:35].